This data is from Full USPTO retrosynthesis dataset with 1.9M reactions from patents (1976-2016). The task is: Predict the reactants needed to synthesize the given product. (1) Given the product [OH:6][C:7]1[CH:8]=[C:9]([CH:13]=[CH:14][C:15]=1[N+:16]([O-:18])=[O:17])[C:10]([O:12][CH2:24][CH3:25])=[O:11], predict the reactants needed to synthesize it. The reactants are: S(=O)(=O)(O)O.[OH:6][C:7]1[CH:8]=[C:9]([CH:13]=[CH:14][C:15]=1[N+:16]([O-:18])=[O:17])[C:10]([OH:12])=[O:11].C(=O)([O-])O.[Na+].[CH2:24](O)[CH3:25]. (2) Given the product [OH:19][NH:18][C:13]([C:11]1[CH:10]=[CH:9][C:3]2[CH2:4][NH:5][CH2:6][CH2:7][CH2:8][O:1][C:2]=2[CH:12]=1)=[O:15], predict the reactants needed to synthesize it. The reactants are: [O:1]1[CH2:8][CH2:7][CH2:6][NH:5][CH2:4][C:3]2[CH:9]=[CH:10][C:11]([C:13]([O:15]CC)=O)=[CH:12][C:2]1=2.[NH2:18][OH:19].[OH-].[Na+].Cl. (3) Given the product [Br:1][C:2]1[CH:3]=[CH:4][C:5]([C:8]2[N:9]=[C:10]([N:13]3[C:14](=[O:17])[CH2:15][O:16][C:20]3([CH3:22])[CH3:21])[S:11][CH:12]=2)=[CH:6][CH:7]=1, predict the reactants needed to synthesize it. The reactants are: [Br:1][C:2]1[CH:7]=[CH:6][C:5]([C:8]2[N:9]=[C:10]([NH:13][C:14](=[O:17])[CH2:15][OH:16])[S:11][CH:12]=2)=[CH:4][CH:3]=1.CO[C:20](OC)([CH3:22])[CH3:21].O.C1(C)C=CC(S(O)(=O)=O)=CC=1. (4) Given the product [C:28]([O:32][C:33]([CH:35]1[CH2:43][CH:42]2[CH:37]([CH2:38][CH2:39][CH2:40][CH2:41]2)[N:36]1[C:44](=[O:61])[CH:45]([NH:50][C:51](=[O:60])[CH:52]([NH:59][C:11]([C:5]1[NH:6][C:7]([CH3:10])=[C:8]([CH3:9])[C:4]=1[C:1](=[O:3])[CH3:2])=[O:13])[CH:53]1[CH2:54][CH2:55][CH2:56][CH2:57][CH2:58]1)[C:46]([CH3:49])([CH3:48])[CH3:47])=[O:34])([CH3:29])([CH3:30])[CH3:31], predict the reactants needed to synthesize it. The reactants are: [C:1]([C:4]1[C:8]([CH3:9])=[C:7]([CH3:10])[NH:6][C:5]=1[C:11]([OH:13])=O)(=[O:3])[CH3:2].C(Cl)CCl.C1C=CC2N(O)N=NC=2C=1.[C:28]([O:32][C:33]([CH:35]1[CH2:43][CH:42]2[CH:37]([CH2:38][CH2:39][CH2:40][CH2:41]2)[N:36]1[C:44](=[O:61])[CH:45]([NH:50][C:51](=[O:60])[CH:52]([NH2:59])[CH:53]1[CH2:58][CH2:57][CH2:56][CH2:55][CH2:54]1)[C:46]([CH3:49])([CH3:48])[CH3:47])=[O:34])([CH3:31])([CH3:30])[CH3:29]. (5) Given the product [CH3:22][O:23][C:2]1[C:11]2[C:6](=[CH:7][C:8]([O:12][CH3:13])=[CH:9][CH:10]=2)[C:5]([C:14]2[CH:19]=[CH:18][CH:17]=[CH:16][CH:15]=2)=[C:4]([C:20]#[N:21])[N:3]=1, predict the reactants needed to synthesize it. The reactants are: Cl[C:2]1[C:11]2[C:6](=[CH:7][C:8]([O:12][CH3:13])=[CH:9][CH:10]=2)[C:5]([C:14]2[CH:19]=[CH:18][CH:17]=[CH:16][CH:15]=2)=[C:4]([C:20]#[N:21])[N:3]=1.[CH3:22][O-:23].[Na+]. (6) Given the product [CH2:9]([O:16][C:17]1[CH:18]=[CH:19][C:20]([CH3:26])=[C:21]([C:23]([Cl:1])=[N:24][OH:25])[CH:22]=1)[C:10]1[CH:15]=[CH:14][CH:13]=[CH:12][CH:11]=1, predict the reactants needed to synthesize it. The reactants are: [Cl:1]N1C(=O)CCC1=O.[CH2:9]([O:16][C:17]1[CH:18]=[CH:19][C:20]([CH3:26])=[C:21](/[CH:23]=[N:24]/[OH:25])[CH:22]=1)[C:10]1[CH:15]=[CH:14][CH:13]=[CH:12][CH:11]=1.O. (7) The reactants are: [CH3:1][N:2]([CH3:22])[CH2:3][C:4]([NH:6][C:7]1[CH:8]=[C:9]([NH:14]C(=O)OC(C)(C)C)[CH:10]=[CH:11][C:12]=1[CH3:13])=[O:5].NC1C=C(NC(=O)OC(C)(C)C)C=CC=1C.C(N(CC)CC)C.CN(C)CC(Cl)=O.[Cl-].[Na+]. Given the product [NH2:14][C:9]1[CH:10]=[CH:11][C:12]([CH3:13])=[C:7]([NH:6][C:4](=[O:5])[CH2:3][N:2]([CH3:1])[CH3:22])[CH:8]=1, predict the reactants needed to synthesize it. (8) Given the product [C:1]([O:9][CH:10]([CH:18]1[CH2:23][CH2:22][CH2:21][CH2:20][CH2:19]1)[CH:11]1[CH2:16][CH2:15][C:14](=[O:17])[CH2:13][CH2:12]1)(=[O:8])[C:2]1[CH:7]=[CH:6][CH:5]=[CH:4][CH:3]=1, predict the reactants needed to synthesize it. The reactants are: [C:1]([O:9][CH:10]([CH:18]1[CH2:23][CH2:22][CH2:21][CH2:20][CH2:19]1)[CH:11]1[CH2:16][CH2:15][CH:14]([OH:17])[CH2:13][CH2:12]1)(=[O:8])[C:2]1[CH:7]=[CH:6][CH:5]=[CH:4][CH:3]=1.CC(OI1(OC(C)=O)(OC(C)=O)OC(=O)C2C=CC=CC1=2)=O. (9) Given the product [CH3:36][O:37][C:34]([C:12]1[C@H:13]([CH2:14][O:15][CH2:16][C:17]2[CH:22]=[CH:21][CH:20]=[CH:19][CH:18]=2)[C@@H:9]([O:8][CH2:7][C:1]2[CH:6]=[CH:5][CH:4]=[CH:3][CH:2]=2)[CH2:10][CH:11]=1)=[O:35], predict the reactants needed to synthesize it. The reactants are: [C:1]1([CH2:7][O:8][C@@H:9]2[C@@H:13]([CH2:14][O:15][CH2:16][C:17]3[CH:22]=[CH:21][CH:20]=[CH:19][CH:18]=3)[C:12](OS(C(F)(F)F)(=O)=O)=[CH:11][CH2:10]2)[CH:6]=[CH:5][CH:4]=[CH:3][CH:2]=1.CN([CH:34]=[O:35])C.[CH3:36][OH:37].C(N(CC)CC)C. (10) The reactants are: CC1(C)[N:6](C(OC(C)(C)C)=O)[C@@:5]([CH3:38])([C:14]2[S:15][C:16]([C:19]3[CH:24]=[CH:23][C:22]([O:25][CH2:26][CH2:27][O:28][CH2:29][CH2:30][CH2:31][CH2:32][CH3:33])=[C:21]([C:34]([F:37])([F:36])[F:35])[CH:20]=3)=[N:17][N:18]=2)[CH2:4][O:3]1. Given the product [NH2:6][C@@:5]([C:14]1[S:15][C:16]([C:19]2[CH:24]=[CH:23][C:22]([O:25][CH2:26][CH2:27][O:28][CH2:29][CH2:30][CH2:31][CH2:32][CH3:33])=[C:21]([C:34]([F:35])([F:36])[F:37])[CH:20]=2)=[N:17][N:18]=1)([CH3:38])[CH2:4][OH:3], predict the reactants needed to synthesize it.